From a dataset of Full USPTO retrosynthesis dataset with 1.9M reactions from patents (1976-2016). Predict the reactants needed to synthesize the given product. (1) Given the product [NH2:21][C:17]1[N:18]=[C:19]([CH3:20])[C:14]2[CH:13]=[C:12]([C:10]3[N:9]=[N:8][NH:7][CH:11]=3)[C:23](=[O:24])[N:22]([CH:25]([CH3:26])[CH3:27])[C:15]=2[N:16]=1, predict the reactants needed to synthesize it. The reactants are: C(N(CC)C(=O)OC[N:7]1[CH:11]=[C:10]([C:12]2[C:23](=[O:24])[N:22]([CH:25]([CH3:27])[CH3:26])[C:15]3[N:16]=[C:17]([NH2:21])[N:18]=[C:19]([CH3:20])[C:14]=3[CH:13]=2)[N:9]=[N:8]1)C.[OH-].[Na+]. (2) Given the product [CH3:26][O:25][C:23](=[O:24])[C:22](=[O:27])[CH2:2][C:1]([C:4]1[CH:9]=[CH:8][C:7]([C:10]#[N:11])=[CH:6][N:5]=1)=[O:3], predict the reactants needed to synthesize it. The reactants are: [C:1]([C:4]1[CH:9]=[CH:8][C:7]([C:10]#[N:11])=[CH:6][N:5]=1)(=[O:3])[CH3:2].C[Si]([N-][Si](C)(C)C)(C)C.[Li+].[C:22](OC)(=[O:27])[C:23]([O:25][CH3:26])=[O:24].Cl. (3) The reactants are: [Cl:1][C:2]1[CH:17]=[CH:16][C:5]([CH2:6][N:7]2[C:12](=[O:13])[C:11]([CH3:14])=[N:10][NH:9][C:8]2=[O:15])=[CH:4][CH:3]=1.[C:18]([NH:21][C:22]1[CH:23]=[C:24](B(O)O)[CH:25]=[CH:26][CH:27]=1)(=[O:20])[CH3:19].N1C=CC=CC=1. Given the product [Cl:1][C:2]1[CH:3]=[CH:4][C:5]([CH2:6][N:7]2[C:12](=[O:13])[C:11]([CH3:14])=[N:10][N:9]([C:26]3[CH:27]=[C:22]([NH:21][C:18](=[O:20])[CH3:19])[CH:23]=[CH:24][CH:25]=3)[C:8]2=[O:15])=[CH:16][CH:17]=1, predict the reactants needed to synthesize it. (4) Given the product [OH:1][C:2]1[NH:3][C:4]2[C:9]([C:10]=1[C:11]1[CH:16]=[CH:15][C:14]([S:17]([N:20]3[CH2:21][CH2:22][N:23]([CH3:26])[CH2:24][CH2:25]3)(=[O:19])=[O:18])=[CH:13][N:12]=1)=[CH:8][C:7]([C:27]([OH:32])=[O:29])=[CH:6][CH:5]=2, predict the reactants needed to synthesize it. The reactants are: [OH:1][C:2]1[NH:3][C:4]2[C:9]([C:10]=1[C:11]1[CH:16]=[CH:15][C:14]([S:17]([N:20]3[CH2:25][CH2:24][N:23]([CH3:26])[CH2:22][CH2:21]3)(=[O:19])=[O:18])=[CH:13][N:12]=1)=[CH:8][C:7]([C:27]#N)=[CH:6][CH:5]=2.[OH-:29].[Na+].Cl.[OH2:32]. (5) The reactants are: [F:1][C:2]1[CH:7]=[CH:6][C:5]([OH:8])=[C:4]([CH3:9])[CH:3]=1.Br[CH2:11][C:12]([O:14][CH3:15])=[O:13].C(=O)([O-])[O-].[Cs+].[Cs+].O. Given the product [F:1][C:2]1[CH:7]=[CH:6][C:5]([O:8][CH2:11][C:12]([O:14][CH3:15])=[O:13])=[C:4]([CH3:9])[CH:3]=1, predict the reactants needed to synthesize it. (6) Given the product [C:1]([O:9][CH2:10][C@:11]12[CH2:37][CH2:36][C@@H:35]([C:38]([CH3:40])=[CH2:39])[C@@H:12]1[C@@H:13]1[C@@:26]([CH3:29])([CH2:27][CH2:28]2)[C@@:25]2([CH3:30])[C@@H:16]([C@:17]3([CH3:34])[C@@H:22]([CH2:23][CH2:24]2)[C:21]([CH3:31])([CH3:32])[C:20](=[O:33])[CH2:19][CH2:18]3)[CH2:15][CH2:14]1)(=[O:8])[C:2]1[CH:3]=[CH:4][CH:5]=[CH:6][CH:7]=1, predict the reactants needed to synthesize it. The reactants are: [C:1]([O:9][CH2:10][C@:11]12[CH2:37][CH2:36][C@@H:35]([C:38]([CH3:40])=[CH2:39])[C@@H:12]1[CH:13]1[C@@:26]([CH3:29])([CH2:27][CH2:28]2)[C@@:25]2([CH3:30])[C@@H:16]([C@:17]3([CH3:34])[C@@H:22]([CH2:23][CH2:24]2)[C:21]([CH3:32])([CH3:31])[C@@H:20]([OH:33])[CH2:19][CH2:18]3)[CH2:15][CH2:14]1)(=[O:8])[C:2]1[CH:7]=[CH:6][CH:5]=[CH:4][CH:3]=1.C1C=C[NH+]=CC=1.[O-][Cr](Cl)(=O)=O. (7) Given the product [CH3:1][O:2][C:3]1[CH:55]=[C:54]([O:56][CH3:57])[CH:53]=[C:52]([O:58][CH3:59])[C:4]=1/[CH:5]=[CH:6]/[CH:7]([S:21]([CH:24](/[CH:38]=[CH:39]/[C:40]1[C:45]([O:46][CH3:47])=[CH:44][C:43]([O:48][CH3:49])=[CH:42][C:41]=1[O:50][CH3:51])[C:25]1[CH:30]=[CH:29][C:28]([O:31][CH3:32])=[C:27]([NH:33][C:34](=[O:37])[CH2:35][N:64]2[CH2:65][CH2:66][N:61]([CH3:60])[CH2:62][CH2:63]2)[CH:26]=1)(=[O:23])=[O:22])[C:8]1[CH:13]=[CH:12][C:11]([O:14][CH3:15])=[C:10]([NH:16][C:17](=[O:20])[CH2:18][N:64]2[CH2:65][CH2:66][N:61]([CH3:60])[CH2:62][CH2:63]2)[CH:9]=1, predict the reactants needed to synthesize it. The reactants are: [CH3:1][O:2][C:3]1[CH:55]=[C:54]([O:56][CH3:57])[CH:53]=[C:52]([O:58][CH3:59])[C:4]=1[CH:5]=[CH:6][CH:7]([S:21]([CH:24]([CH:38]=[CH:39][C:40]1[C:45]([O:46][CH3:47])=[CH:44][C:43]([O:48][CH3:49])=[CH:42][C:41]=1[O:50][CH3:51])[C:25]1[CH:30]=[CH:29][C:28]([O:31][CH3:32])=[C:27]([NH:33][C:34](=[O:37])[CH2:35]Cl)[CH:26]=1)(=[O:23])=[O:22])[C:8]1[CH:13]=[CH:12][C:11]([O:14][CH3:15])=[C:10]([NH:16][C:17](=[O:20])[CH2:18]Cl)[CH:9]=1.[CH3:60][N:61]1[CH2:66][CH2:65][NH:64][CH2:63][CH2:62]1.C(=O)([O-])[O-].[K+].[K+].O.